This data is from Full USPTO retrosynthesis dataset with 1.9M reactions from patents (1976-2016). The task is: Predict the reactants needed to synthesize the given product. (1) Given the product [I:8][C:5]1[CH:6]=[CH:7][C:2]([N:13]2[CH2:14][CH:9]3[CH2:15][CH:12]2[CH2:11][N:10]3[C:16]([O:18][C:19]([CH3:22])([CH3:21])[CH3:20])=[O:17])=[CH:3][CH:4]=1, predict the reactants needed to synthesize it. The reactants are: I[C:2]1[CH:7]=[CH:6][C:5]([I:8])=[CH:4][CH:3]=1.[CH:9]12[CH2:15][CH:12]([NH:13][CH2:14]1)[CH2:11][N:10]2[C:16]([O:18][C:19]([CH3:22])([CH3:21])[CH3:20])=[O:17].C1C=C2C=CC(O)=C(C3C4C(=CC=CC=4)C=CC=3O)C2=CC=1.P([O-])([O-])([O-])=O.[K+].[K+].[K+]. (2) Given the product [CH3:1][O:2][C:3]1[CH:28]=[CH:27][CH:26]=[CH:25][C:4]=1[CH2:5][CH2:6][O:7][C:8]1[N:12]([C:13]2[CH:14]=[C:15]([CH:18]=[CH:19][CH:20]=2)[CH2:16][NH:17][CH2:39][CH2:38][N:30]([CH3:29])[C:31](=[O:37])[O:32][C:33]([CH3:35])([CH3:34])[CH3:36])[N:11]=[C:10]([C:21]([F:23])([F:24])[F:22])[CH:9]=1, predict the reactants needed to synthesize it. The reactants are: [CH3:1][O:2][C:3]1[CH:28]=[CH:27][CH:26]=[CH:25][C:4]=1[CH2:5][CH2:6][O:7][C:8]1[N:12]([C:13]2[CH:14]=[C:15]([CH:18]=[CH:19][CH:20]=2)[C:16]#[N:17])[N:11]=[C:10]([C:21]([F:24])([F:23])[F:22])[CH:9]=1.[CH3:29][N:30]([CH2:38][CH:39]=O)[C:31](=[O:37])[O:32][C:33]([CH3:36])([CH3:35])[CH3:34].C(O)(=O)C.C([BH3-])#N.[Na+]. (3) Given the product [Cl:18][C:15]1[CH:16]=[N:17][C:4]2[N:3]=[C:2]([N:19]3[CH2:24][CH2:23][NH:22][CH2:21][CH2:20]3)[N:7]3[N:8]=[C:9]([CH:11]4[CH2:13][CH2:12]4)[N:10]=[C:6]3[C:5]=2[CH:14]=1, predict the reactants needed to synthesize it. The reactants are: Cl[C:2]1[N:7]2[N:8]=[C:9]([CH:11]3[CH2:13][CH2:12]3)[N:10]=[C:6]2[C:5]2[CH:14]=[C:15]([Cl:18])[CH:16]=[N:17][C:4]=2[N:3]=1.[N:19]1(C(OC(C)(C)C)=O)[CH2:24][CH2:23][NH:22][CH2:21][CH2:20]1.C(O)(C(F)(F)F)=O. (4) Given the product [CH:1]([O:4][C:5]1[N:10]=[C:9]2[CH2:11][C:12](=[O:13])[NH:17][C:8]2=[CH:7][CH:6]=1)([CH3:3])[CH3:2], predict the reactants needed to synthesize it. The reactants are: [CH:1]([O:4][C:5]1[N:10]=[C:9]([CH2:11][C:12](OCC)=[O:13])[C:8]([N+:17]([O-])=O)=[CH:7][CH:6]=1)([CH3:3])[CH3:2]. (5) Given the product [CH3:21][C:14]([C:13]([OH:12])=[O:22])([CH2:15][CH2:16][CH2:17][CH2:18][O:19][CH2:33][CH2:32][CH2:31][CH2:30][C:29]([C:28]([OH:37])=[O:27])([CH3:36])[CH3:35])[CH3:20], predict the reactants needed to synthesize it. The reactants are: [H-].[Na+].CN(C=O)C.C([O:12][C:13](=[O:22])[C:14]([CH3:21])([CH3:20])[CH2:15][CH2:16][CH2:17][CH2:18][OH:19])(C)(C)C.C([O:27][C:28](=[O:37])[C:29]([CH3:36])([CH3:35])[CH2:30][CH2:31][CH2:32][CH2:33]I)(C)(C)C.